From a dataset of Full USPTO retrosynthesis dataset with 1.9M reactions from patents (1976-2016). Predict the reactants needed to synthesize the given product. (1) The reactants are: [C:1]([O:6][OH:7])([CH2:4][CH3:5])([CH3:3])[CH3:2].[OH-].[K+].[OH-].[Na+].[C:12](Cl)(=[O:17])[C:13]([CH3:16])([CH3:15])[CH3:14]. Given the product [C:12]([O:7][O:6][C:1]([CH2:4][CH3:5])([CH3:3])[CH3:2])(=[O:17])[C:13]([CH3:16])([CH3:15])[CH3:14], predict the reactants needed to synthesize it. (2) Given the product [F:1][C:2]1[C:3]([NH:20][C:21]2[CH:26]=[CH:25][CH:24]=[CH:23][C:22]=2[C:27]([NH:29][CH:30]([CH3:32])[CH3:31])=[O:28])=[N:4][C:5]([NH:8][C:9]2[CH:10]=[CH:11][C:12]([CH2:13][OH:14])=[CH:18][CH:19]=2)=[N:6][CH:7]=1, predict the reactants needed to synthesize it. The reactants are: [F:1][C:2]1[C:3]([NH:20][C:21]2[CH:26]=[CH:25][CH:24]=[CH:23][C:22]=2[C:27]([NH:29][CH:30]([CH3:32])[CH3:31])=[O:28])=[N:4][C:5]([NH:8][C:9]2[CH:19]=[CH:18][C:12]([C:13](OCC)=[O:14])=[CH:11][CH:10]=2)=[N:6][CH:7]=1.[H-].[H-].[H-].[H-].[Li+].[Al+3]. (3) Given the product [OH:31][CH2:28][C:29]#[C:30][C:7]1[CH:16]=[C:15]2[C:10]([CH:11]=[C:12]([C:18]3[CH:23]=[CH:22][C:21]([O:24][CH3:25])=[CH:20][CH:19]=3)[C:13](=[O:17])[O:14]2)=[CH:9][CH:8]=1, predict the reactants needed to synthesize it. The reactants are: FC(F)(F)S(O[C:7]1[CH:16]=[C:15]2[C:10]([CH:11]=[C:12]([C:18]3[CH:23]=[CH:22][C:21]([O:24][CH3:25])=[CH:20][CH:19]=3)[C:13](=[O:17])[O:14]2)=[CH:9][CH:8]=1)(=O)=O.[C:28]([OH:31])#[C:29][CH3:30].C(=O)([O-])[O-].[Cs+].[Cs+].C1(P(C2CCCCC2)C2C=CC=CC=2C2C(C(C)C)=CC(C(C)C)=CC=2C(C)C)CCCCC1.Cl. (4) Given the product [NH2:16][C@@H:11]1[CH2:10][CH2:9][CH:8]([C:5]2[CH:6]=[CH:7][C:2]([OH:1])=[CH:3][CH:4]=2)[CH2:14][NH:13][C:12]1=[O:15], predict the reactants needed to synthesize it. The reactants are: [OH:1][C:2]1[CH:7]=[CH:6][C:5]([C:8]2[CH2:14][NH:13][C:12](=[O:15])[C@H:11]([NH:16]C(=O)OCC3C=CC=CC=3)[CH2:10][CH:9]=2)=[CH:4][CH:3]=1.